From a dataset of Catalyst prediction with 721,799 reactions and 888 catalyst types from USPTO. Predict which catalyst facilitates the given reaction. (1) Reactant: [Cl:1][C:2]1[CH:7]=[CH:6][C:5]([NH:8][CH3:9])=[C:4]([S:10][C:11]2[CH:16]=[CH:15][CH:14]=[CH:13][C:12]=2[Cl:17])[CH:3]=1.[F:18][C:19]([F:36])([F:35])[C:20]1[CH:21]=[C:22]([CH:30]([CH3:34])[C:31]([OH:33])=O)[CH:23]=[C:24]([C:26]([F:29])([F:28])[F:27])[CH:25]=1.C1(N=C=NC2CCCCC2)CCCCC1. Product: [F:27][C:26]([F:29])([F:28])[C:24]1[CH:23]=[C:22]([CH:30]([CH3:34])[C:31]([N:8]([C:5]2[CH:6]=[CH:7][C:2]([Cl:1])=[CH:3][C:4]=2[S:10][C:11]2[CH:16]=[CH:15][CH:14]=[CH:13][C:12]=2[Cl:17])[CH3:9])=[O:33])[CH:21]=[C:20]([C:19]([F:18])([F:35])[F:36])[CH:25]=1. The catalyst class is: 26. (2) Reactant: [CH3:1][CH:2]([C:4]1[CH:11]=[C:10]([OH:12])[C:8](=[O:9])[CH:7]=[CH:6][CH:5]=1)[CH3:3].[N:13]1[CH:18]=[CH:17][CH:16]=[N:15][C:14]=1[N:19]1[CH2:24][CH2:23][NH:22][CH2:21][CH2:20]1.[C:25](O)(=O)C.C=O. Product: [OH:12][C:10]1[C:8](=[O:9])[C:7]([CH2:25][N:22]2[CH2:23][CH2:24][N:19]([C:14]3[N:15]=[CH:16][CH:17]=[CH:18][N:13]=3)[CH2:20][CH2:21]2)=[CH:6][CH:5]=[C:4]([CH:2]([CH3:1])[CH3:3])[CH:11]=1. The catalyst class is: 5.